The task is: Predict the product of the given reaction.. This data is from Forward reaction prediction with 1.9M reactions from USPTO patents (1976-2016). (1) Given the reactants [C:1]([NH2:5])([CH3:4])([CH3:3])[CH3:2].[CH2:6]([CH:8]1[O:10][CH2:9]1)Cl.C(N(CC)CC)C, predict the reaction product. The product is: [C:1]([N:5]1[CH2:9][CH:8]([OH:10])[CH2:6]1)([CH3:4])([CH3:3])[CH3:2]. (2) Given the reactants [F:1][C:2]1[CH:3]=[C:4]([C@H:13]([NH:17][C:18]([C:20]2[CH:25]=[C:24]([O:26][CH3:27])[N:23]=[C:22]([N:28]3[CH2:32][CH2:31][CH2:30][CH2:29]3)[N:21]=2)=[O:19])[CH2:14][O:15][CH3:16])[CH:5]=[CH:6][C:7]=1[O:8][C:9]([F:12])([F:11])[F:10].[Cl:33]N1C(=O)CCC1=O, predict the reaction product. The product is: [Cl:33][C:25]1[C:20]([C:18]([NH:17][C@@H:13]([C:4]2[CH:5]=[CH:6][C:7]([O:8][C:9]([F:11])([F:10])[F:12])=[C:2]([F:1])[CH:3]=2)[CH2:14][O:15][CH3:16])=[O:19])=[N:21][C:22]([N:28]2[CH2:32][CH2:31][CH2:30][CH2:29]2)=[N:23][C:24]=1[O:26][CH3:27]. (3) Given the reactants [NH2:1][C:2]1[CH:3]=[CH:4][C:5](/[C:10](/[C:29]2[CH:34]=[CH:33][C:32]([C:35]([CH3:38])([CH3:37])[CH3:36])=[CH:31][CH:30]=2)=[CH:11]/[C@@H:12]2[N:16](CC3C=CC(OC)=CC=3OC)[C:15](=[O:28])[CH2:14][CH2:13]2)=[N:6][C:7]=1[O:8][CH3:9].C(=O)(O)[O-].[Na+], predict the reaction product. The product is: [NH2:1][C:2]1[CH:3]=[CH:4][C:5](/[C:10](/[C:29]2[CH:30]=[CH:31][C:32]([C:35]([CH3:38])([CH3:37])[CH3:36])=[CH:33][CH:34]=2)=[CH:11]/[C@@H:12]2[NH:16][C:15](=[O:28])[CH2:14][CH2:13]2)=[N:6][C:7]=1[O:8][CH3:9]. (4) Given the reactants [CH2:1]([O:8][C:9]1[C:14](C(O)=O)=[CH:13][N:12]=[C:11]([N:18]2[CH:22]=[CH:21][CH:20]=[N:19]2)[N:10]=1)[C:2]1[CH:7]=[CH:6][CH:5]=[CH:4][CH:3]=1.CC[N:25]([CH2:28]C)CC.C1C=CC(P(N=[N+]=[N-])(C2C=CC=CC=2)=[O:37])=CC=1.[CH2:47]([OH:54])[C:48]1[CH:53]=[CH:52][CH:51]=[CH:50][CH:49]=1, predict the reaction product. The product is: [CH2:1]([O:8][C:9]1[C:14]([NH:25][C:28](=[O:37])[O:54][CH2:47][C:48]2[CH:53]=[CH:52][CH:51]=[CH:50][CH:49]=2)=[CH:13][N:12]=[C:11]([N:18]2[CH:22]=[CH:21][CH:20]=[N:19]2)[N:10]=1)[C:2]1[CH:3]=[CH:4][CH:5]=[CH:6][CH:7]=1. (5) Given the reactants [CH2:1]([O:5][C:6]1[CH:7]=[C:8]([CH:12]=[CH:13][CH:14]=1)[C:9]([OH:11])=O)[CH:2]([CH3:4])[CH3:3].[NH2:15][C@@H:16]1[C@H:20]2[O:21][CH2:22][C@H:23]([NH:24][C:25]([CH:27]3[CH2:29][CH2:28]3)=[O:26])[C@H:19]2[O:18][CH2:17]1, predict the reaction product. The product is: [CH:27]1([C:25]([NH:24][C@@H:23]2[C@H:19]3[O:18][CH2:17][C@H:16]([NH:15][C:9](=[O:11])[C:8]4[CH:12]=[CH:13][CH:14]=[C:6]([O:5][CH2:1][CH:2]([CH3:3])[CH3:4])[CH:7]=4)[C@H:20]3[O:21][CH2:22]2)=[O:26])[CH2:28][CH2:29]1. (6) Given the reactants [Cl:1][C:2]1[CH:3]=[CH:4][C:5](=[O:8])[NH:6][N:7]=1.C(=O)([O-])[O-].[Cs+].[Cs+].[CH2:15](Br)[C:16]1[CH:21]=[CH:20][CH:19]=[CH:18][CH:17]=1, predict the reaction product. The product is: [CH2:15]([N:6]1[C:5](=[O:8])[CH:4]=[CH:3][C:2]([Cl:1])=[N:7]1)[C:16]1[CH:21]=[CH:20][CH:19]=[CH:18][CH:17]=1. (7) The product is: [F:40][C:16]1[CH:17]=[C:18]([CH:38]=[CH:39][C:15]=1[NH:14][C:12]([NH:11][C:9](=[O:10])[CH2:8][C:5]1[CH:4]=[CH:3][C:2]([F:1])=[CH:7][CH:6]=1)=[S:13])[O:19][C:20]1[N:25]=[CH:24][N:23]=[C:22]([NH:26][C:27](=[O:37])[N:28]([CH3:36])[CH:29]2[CH2:30][CH2:31][N:32]([CH3:35])[CH2:33][CH2:34]2)[CH:21]=1. Given the reactants [F:1][C:2]1[CH:7]=[CH:6][C:5]([CH2:8][C:9]([N:11]=[C:12]=[S:13])=[O:10])=[CH:4][CH:3]=1.[NH2:14][C:15]1[CH:39]=[CH:38][C:18]([O:19][C:20]2[N:25]=[CH:24][N:23]=[C:22]([NH:26][C:27](=[O:37])[N:28]([CH3:36])[CH:29]3[CH2:34][CH2:33][N:32]([CH3:35])[CH2:31][CH2:30]3)[CH:21]=2)=[CH:17][C:16]=1[F:40].C12(CS(O)(=O)=O)C(C)(C)C(CC1)CC2=O, predict the reaction product. (8) Given the reactants [NH2:1][C:2]1[N:6]([C:7]2[CH:12]=[CH:11][CH:10]=[CH:9][CH:8]=2)[N:5]=[C:4]([O:13][C@@H:14]2[CH2:18][CH2:17][N:16]([C:19]([O:21][C:22]([CH3:25])([CH3:24])[CH3:23])=[O:20])[CH2:15]2)[C:3]=1[CH3:26].C1(C2C=CC([CH2:36][O:37]C)=CC=2CN)CC1.[CH3:41][O:42][CH2:43][C:44]1[CH:45]=[CH:46][C:47]([O:52][C:53]([F:56])([F:55])[F:54])=[C:48]([CH2:50][NH2:51])[CH:49]=1, predict the reaction product. The product is: [CH3:41][O:42][CH2:43][C:44]1[CH:45]=[CH:46][C:47]([O:52][C:53]([F:54])([F:55])[F:56])=[C:48]([CH:49]=1)[CH2:50][NH:51][C:36](=[O:37])[NH:1][C:2]1[N:6]([C:7]2[CH:8]=[CH:9][CH:10]=[CH:11][CH:12]=2)[N:5]=[C:4]([O:13][C@@H:14]2[CH2:18][CH2:17][N:16]([C:19]([O:21][C:22]([CH3:23])([CH3:25])[CH3:24])=[O:20])[CH2:15]2)[C:3]=1[CH3:26].